From a dataset of Reaction yield outcomes from USPTO patents with 853,638 reactions. Predict the reaction yield, written as a fraction of the theoretical maximum amount of product (1.0 means a 100% yield; for example, 0.34 means a 34% yield). (1) The reactants are [F:1][C:2]([F:17])([F:16])[O:3][C:4]1[CH:15]=[CH:14][C:7]([CH2:8][CH:9]([C:12]#[N:13])[C:10]#[N:11])=[CH:6][CH:5]=1.C(=O)([O-])[O-].[Cs+].[Cs+].FC(F)(F)S(O[CH2:30][C:31]([F:37])([F:36])[C:32]([F:35])([F:34])[F:33])(=O)=O. The catalyst is CN(C)C=O. The product is [F:36][C:31]([F:37])([C:32]([F:35])([F:34])[F:33])[CH2:30][C:9]([CH2:8][C:7]1[CH:6]=[CH:5][C:4]([O:3][C:2]([F:16])([F:17])[F:1])=[CH:15][CH:14]=1)([C:12]#[N:13])[C:10]#[N:11]. The yield is 0.290. (2) The reactants are [CH:1]([CH:3]=O)=[O:2].[CH2:5]([NH:7][CH:8]([CH3:13])[C:9]([CH3:12])([OH:11])[CH3:10])[CH3:6]. The catalyst is C1(C)C=CC=CC=1. The product is [CH2:5]([N:7]1[CH:8]([CH3:13])[C:9]([CH3:12])([CH3:10])[O:11][C:1](=[O:2])[CH2:3]1)[CH3:6]. The yield is 0.700. (3) The reactants are [C:1]([O:4][C@@:5]1([C:30]([CH3:33])([CH3:32])[CH3:31])[CH:18]=[CH:17][C@@H:16]2[C@@:7]34[CH2:22][CH2:21][N:19]([CH3:20])[C@@H:15]2[CH2:14][C:13]2[C:8]3=[C:9]([O:29][C@@H:6]14)[C:10](Br)([O:23][O:24][SiH:25]([CH3:27])[CH3:26])[CH2:11][CH:12]=2)(=[O:3])[NH2:2].[Li]CCCC.C1C=CC(S(N(S(C2C=CC=CC=2)(=O)=O)[F:49])(=O)=O)=CC=1. The catalyst is C1COCC1. The product is [C:1]([O:4][C@@:5]1([C:30]([CH3:33])([CH3:32])[CH3:31])[CH:18]=[CH:17][C@@H:16]2[C@@:7]34[CH2:22][CH2:21][N:19]([CH3:20])[C@@H:15]2[CH2:14][C:13]2[C:8]3=[C:9]([O:29][C@@H:6]14)[C:10]([F:49])([O:23][O:24][SiH:25]([CH3:27])[CH3:26])[CH2:11][CH:12]=2)(=[O:3])[NH2:2]. The yield is 0.420. (4) The reactants are [Br:1][C:2]1[C:11]([O:12][C:13]2[CH:18]=[CH:17][C:16]([F:19])=[CH:15][C:14]=2[F:20])=[CH:10][C:5]([C:6]([O:8][CH3:9])=[O:7])=[C:4]([N+:21]([O-])=O)[CH:3]=1.Cl.N.C(O)C.O1CCCC1. The catalyst is [Fe].O. The product is [NH2:21][C:4]1[CH:3]=[C:2]([Br:1])[C:11]([O:12][C:13]2[CH:18]=[CH:17][C:16]([F:19])=[CH:15][C:14]=2[F:20])=[CH:10][C:5]=1[C:6]([O:8][CH3:9])=[O:7]. The yield is 1.01. (5) The reactants are [C:1](Cl)(=[O:3])[CH3:2].[CH3:5][C:6]1([CH3:20])[CH2:12][CH2:11][CH2:10][NH:9][C:8]2[CH:13]=[C:14]([N+:17]([O-:19])=[O:18])[CH:15]=[CH:16][C:7]1=2.C([O-])(O)=O.[Na+].O. The catalyst is C(Cl)Cl. The product is [CH3:5][C:6]1([CH3:20])[CH2:12][CH2:11][CH2:10][N:9]([C:1](=[O:3])[CH3:2])[C:8]2[CH:13]=[C:14]([N+:17]([O-:19])=[O:18])[CH:15]=[CH:16][C:7]1=2. The yield is 0.640. (6) The reactants are C([N:8]1[CH2:14][C:13]2[N:15]=[CH:16][C:17]([N:19]([CH:21]3[CH2:24][CH2:23][CH2:22]3)[CH3:20])=[N:18][C:12]=2[O:11][CH2:10][CH2:9]1)C1C=CC=CC=1.C(OCC)(=O)C.[ClH:31]. The catalyst is CO.[OH-].[OH-].[Pd+2]. The product is [ClH:31].[CH:21]1([N:19]([CH3:20])[C:17]2[CH:16]=[N:15][C:13]3[CH2:14][NH:8][CH2:9][CH2:10][O:11][C:12]=3[N:18]=2)[CH2:22][CH2:23][CH2:24]1. The yield is 0.650. (7) The reactants are [Cl:1][C:2]1[CH:7]=[CH:6][C:5]([S:8]([CH2:11][C:12]2[CH:17]=[C:16]([F:18])[CH:15]=[CH:14][C:13]=2[F:19])(=[O:10])=[O:9])=[CH:4][CH:3]=1.[CH3:20]N(CN(C)C)C.C(OC(=O)C)(=O)C.O. The catalyst is CN(C)C=O. The product is [Cl:1][C:2]1[CH:7]=[CH:6][C:5]([S:8]([C:11]([C:12]2[CH:17]=[C:16]([F:18])[CH:15]=[CH:14][C:13]=2[F:19])=[CH2:20])(=[O:10])=[O:9])=[CH:4][CH:3]=1. The yield is 0.950. (8) The reactants are [N+]([C:4]1[CH:9]=[CH:8][N+:7]([O-:10])=[CH:6][CH:5]=1)([O-])=O.[CH2:11]([O-:13])[CH3:12].[Na+]. The catalyst is C1COCC1. The product is [CH2:11]([O:13][C:4]1[CH:9]=[CH:8][N+:7]([O-:10])=[CH:6][CH:5]=1)[CH3:12]. The yield is 0.453. (9) The reactants are [CH3:1][O:2][CH2:3][CH:4]([NH:6][C:7]([C:9]1[CH:10]=[C:11]([C:16]2[CH:21]=[CH:20][C:19]([CH3:22])=[CH:18][CH:17]=2)[CH:12]=[C:13](I)[CH:14]=1)=[O:8])[CH3:5].[Li+].[Cl-].CCN(C(C)C)C(C)C.[C:34](OC(=O)C)(=[O:36])[CH3:35]. The catalyst is CN(C=O)C.CCOC(C)=O.C1C=CC(/C=C/C(/C=C/C2C=CC=CC=2)=O)=CC=1.C1C=CC(/C=C/C(/C=C/C2C=CC=CC=2)=O)=CC=1.C1C=CC(/C=C/C(/C=C/C2C=CC=CC=2)=O)=CC=1.[Pd].[Pd]. The product is [CH3:1][O:2][CH2:3][CH:4]([NH:6][C:7]([C:9]1[CH:10]=[C:11]([C:16]2[CH:21]=[CH:20][C:19]([CH3:22])=[CH:18][CH:17]=2)[CH:12]=[C:13]([C:34](=[O:36])[CH3:35])[CH:14]=1)=[O:8])[CH3:5]. The yield is 0.750.